Dataset: Reaction yield outcomes from USPTO patents with 853,638 reactions. Task: Predict the reaction yield, written as a fraction of the theoretical maximum amount of product (1.0 means a 100% yield; for example, 0.34 means a 34% yield). (1) The yield is 0.560. The reactants are [CH2:1]1[C:9]2[C:4](=[CH:5][CH:6]=[CH:7][CH:8]=2)[CH2:3][CH:2]1[C@H:10]1[NH:15][C:14](=[O:16])[C@@H:13]([C@@H:17]([CH3:20])[CH2:18][CH3:19])[N:12]([CH:21]([C:32]2[C:33]([CH3:39])=[N:34][C:35]([CH3:38])=[CH:36][CH:37]=2)[C:22](NC2C=CC=CC=2O)=[O:23])[C:11]1=[O:40].C(N1C=CN=C1)(N1C=CN=C1)=[O:42].[Cl:53]CCl. No catalyst specified. The product is [ClH:53].[CH2:3]1[C:4]2[C:9](=[CH:8][CH:7]=[CH:6][CH:5]=2)[CH2:1][CH:2]1[C@H:10]1[NH:15][C:14](=[O:16])[C@@H:13]([C@@H:17]([CH3:20])[CH2:18][CH3:19])[N:12]([CH:21]([C:32]2[C:33]([CH3:39])=[N:34][C:35]([CH3:38])=[CH:36][CH:37]=2)[C:22]([OH:42])=[O:23])[C:11]1=[O:40]. (2) The reactants are [N:1]1([CH2:6][CH2:7][N:8]2[C:16]3[C:11](=[CH:12][CH:13]=[CH:14][C:15]=3[CH3:17])[CH:10]=[CH:9]2)[CH:5]=[CH:4][N:3]=[CH:2]1.[C:18](O[C:18]([C:20]([F:23])([F:22])[F:21])=[O:19])([C:20]([F:23])([F:22])[F:21])=[O:19]. The catalyst is CN(C=O)C. The product is [F:21][C:20]([F:23])([F:22])[C:18]([C:10]1[C:11]2[C:16](=[C:15]([CH3:17])[CH:14]=[CH:13][CH:12]=2)[N:8]([CH2:7][CH2:6][N:1]2[CH:5]=[CH:4][N:3]=[CH:2]2)[CH:9]=1)=[O:19]. The yield is 0.780. (3) The reactants are [Br:1][C:2]1[CH:3]=[C:4]([NH:23]CC2C=CC=CN=2)[CH:5]=[C:6]2[C:11]=1[N:10]=[CH:9][C:8]([C:12]#[N:13])=[C:7]2[NH:14][C:15]1[CH:20]=[CH:19][C:18]([F:21])=[C:17]([Cl:22])[CH:16]=1.[CH3:31][N:32]1[CH:36]=[CH:35][N:34]=[C:33]1[CH:37]=O.[BH3-]C#N.[Na+]. The catalyst is CCO. The product is [Br:1][C:2]1[CH:3]=[C:4]([NH:23][CH2:37][C:33]2[N:32]([CH3:31])[CH:36]=[CH:35][N:34]=2)[CH:5]=[C:6]2[C:11]=1[N:10]=[CH:9][C:8]([C:12]#[N:13])=[C:7]2[NH:14][C:15]1[CH:20]=[CH:19][C:18]([F:21])=[C:17]([Cl:22])[CH:16]=1. The yield is 0.160. (4) The reactants are [NH:1]1[CH:5]=[C:4]([C:6]2[C:7]3[CH:14]=[CH:13][N:12]([CH2:15][O:16][CH2:17][CH2:18][Si:19]([CH3:22])([CH3:21])[CH3:20])[C:8]=3[N:9]=[CH:10][N:11]=2)[CH:3]=[N:2]1.[CH:23]1([C:28]#[C:29][C:30]#[N:31])[CH2:27][CH2:26][CH2:25][CH2:24]1.C(=O)([O-])[O-].[K+].[K+]. The catalyst is CN(C=O)C.C(OCC)(=O)C.[Cl-].[Na+].O. The product is [CH:23]1(/[C:28](/[N:1]2[CH:5]=[C:4]([C:6]3[C:7]4[CH:14]=[CH:13][N:12]([CH2:15][O:16][CH2:17][CH2:18][Si:19]([CH3:22])([CH3:21])[CH3:20])[C:8]=4[N:9]=[CH:10][N:11]=3)[CH:3]=[N:2]2)=[CH:29]/[C:30]#[N:31])[CH2:27][CH2:26][CH2:25][CH2:24]1. The yield is 0.530. (5) The reactants are [Cu]C#N.C[Li].B(F)(F)F.CCOCC.[OH:15][C@H:16]1[C@H:20]([CH3:21])[CH2:19][C@@H:18]([C:22]([O:24][CH2:25][C:26]2[CH:31]=[CH:30][CH:29]=[CH:28][CH:27]=2)=[O:23])[CH2:17]1. The catalyst is C1COCC1. The product is [OH:15][C@@H:16]1[C@@H:20]([CH3:21])[CH2:19][C@H:18]([C:22]([O:24][CH2:25][C:26]2[CH:27]=[CH:28][CH:29]=[CH:30][CH:31]=2)=[O:23])[CH2:17]1. The yield is 0.840. (6) The product is [CH:1]1([N:5]2[CH2:6][CH2:7][C:8]3([CH2:14][C:13]4[CH:15]=[C:16]([C:19]5[CH:20]=[CH:21][C:22]([NH:30][C:27](=[O:29])[CH3:28])=[CH:25][CH:26]=5)[CH:17]=[CH:18][C:12]=4[O:11]3)[CH2:9][CH2:10]2)[CH2:2][CH2:3][CH2:4]1. The yield is 0.160. No catalyst specified. The reactants are [CH:1]1([N:5]2[CH2:10][CH2:9][C:8]3([CH2:14][C:13]4[CH:15]=[C:16]([C:19]5[CH:26]=[CH:25][C:22](C#N)=[CH:21][CH:20]=5)[CH:17]=[CH:18][C:12]=4[O:11]3)[CH2:7][CH2:6]2)[CH2:4][CH2:3][CH2:2]1.[C:27]([NH:30]C1C=CC(B(O)O)=CC=1)(=[O:29])[CH3:28]. (7) The reactants are [C:1]([O:5][C:6]([N:8]1[CH2:13][CH:12]=[C:11]([Sn](C)(C)C)[CH2:10][CH2:9]1)=[O:7])([CH3:4])([CH3:3])[CH3:2].[OH2:18]. The catalyst is [NH4+].[OH-]. The product is [NH:8]1[C:9]2[C:10](=[CH:9][CH:10]=[CH:11][CH:12]=2)[CH:11]=[CH:12][C:13]1=[O:18].[C:6]([N:8]1[CH2:9][CH2:10][CH2:11][CH2:12][CH2:13]1)([O:5][C:1]([CH3:4])([CH3:3])[CH3:2])=[O:7]. The yield is 0.910. (8) The reactants are [CH2:1]([O:3][C:4]1[CH:14]=[CH:13][CH:12]=[C:11]([CH2:15][CH2:16][CH2:17][CH2:18][CH2:19][CH2:20][CH2:21][CH2:22][CH2:23][CH2:24][CH2:25][CH2:26][CH2:27][CH2:28][CH3:29])[C:5]=1[C:6]([O:8]CC)=[O:7])[CH3:2].CC(C)([O-])C.[K+].CCCCCC.C(OCC)(=O)C.Cl. The catalyst is CS(C)=O. The product is [CH2:1]([O:3][C:4]1[CH:14]=[CH:13][CH:12]=[C:11]([CH2:15][CH2:16][CH2:17][CH2:18][CH2:19][CH2:20][CH2:21][CH2:22][CH2:23][CH2:24][CH2:25][CH2:26][CH2:27][CH2:28][CH3:29])[C:5]=1[C:6]([OH:8])=[O:7])[CH3:2]. The yield is 0.800. (9) The reactants are [C:1]([C:3]1[CH:29]=[CH:28][C:6]([O:7][CH2:8][C@@H:9]([NH:20]C(=O)OC(C)(C)C)[CH2:10][N:11]2[CH2:18][CH:17]3[O:19][CH:13]([CH2:14][NH:15][CH2:16]3)[CH2:12]2)=[CH:5][CH:4]=1)#[N:2].Br[CH2:31][CH2:32][N:33]1[CH:37]=[CH:36][CH:35]=[CH:34]1.C(=O)([O-])[O-].[K+].[K+]. The catalyst is CN(C=O)C. The product is [NH2:20][C@@H:9]([CH2:10][N:11]1[CH2:18][CH:17]2[O:19][CH:13]([CH2:14][N:15]([CH2:31][CH2:32][N:33]3[CH:37]=[CH:36][CH:35]=[CH:34]3)[CH2:16]2)[CH2:12]1)[CH2:8][O:7][C:6]1[CH:28]=[CH:29][C:3]([C:1]#[N:2])=[CH:4][CH:5]=1. The yield is 0.907.